Dataset: Forward reaction prediction with 1.9M reactions from USPTO patents (1976-2016). Task: Predict the product of the given reaction. Given the reactants [Li+].C[Si]([N-][Si](C)(C)C)(C)C.[CH3:11][O:12]/[CH:13]=[CH:14]/[C:15](=[O:17])[CH3:16].[CH3:18][C:19]1([C:22](Cl)=[O:23])[CH2:21][CH2:20]1, predict the reaction product. The product is: [OH:23]/[C:22](/[C:19]1([CH3:18])[CH2:21][CH2:20]1)=[CH:16]\[C:15](=[O:17])/[CH:14]=[CH:13]/[O:12][CH3:11].